This data is from Full USPTO retrosynthesis dataset with 1.9M reactions from patents (1976-2016). The task is: Predict the reactants needed to synthesize the given product. (1) Given the product [CH3:1][O:2][C:3]1[CH:4]=[C:5]2[C:10](=[CH:11][C:12]=1[O:13][CH3:14])[N:9]=[CH:8][CH:7]=[C:6]2[O:15][C:16]1[CH:22]=[CH:21][C:19]([NH:20][C:28]([NH:38][NH:37][CH3:36])=[O:34])=[C:18]([F:23])[CH:17]=1, predict the reactants needed to synthesize it. The reactants are: [CH3:1][O:2][C:3]1[CH:4]=[C:5]2[C:10](=[CH:11][C:12]=1[O:13][CH3:14])[N:9]=[CH:8][CH:7]=[C:6]2[O:15][C:16]1[CH:22]=[CH:21][C:19]([NH2:20])=[C:18]([F:23])[CH:17]=1.ClC(Cl)(O[C:28](=[O:34])OC(Cl)(Cl)Cl)Cl.[CH3:36][NH:37][NH2:38].C(=O)(O)[O-].[Na+]. (2) Given the product [CH3:13][C:12]([CH3:9])([CH:11]=[O:15])[CH2:14][N:7]1[CH2:6][CH2:5][CH2:4][CH2:3][CH2:2][C:1]1=[O:8], predict the reactants needed to synthesize it. The reactants are: [C:1]1(=[O:8])[NH:7][CH2:6][CH2:5][CH2:4][CH2:3][CH2:2]1.[CH2:9]=O.[CH:11](=[O:15])[CH:12]([CH3:14])[CH3:13].Cl.[OH-].[Na+]. (3) The reactants are: Cl[C:2]1[C:11]2[C:6](=[CH:7][C:8]([O:12][CH3:13])=[CH:9][CH:10]=2)[C:5]([O:14][CH3:15])=[CH:4][N:3]=1.[F-:16].[Cs+]. Given the product [F:16][C:2]1[C:11]2[C:6](=[CH:7][C:8]([O:12][CH3:13])=[CH:9][CH:10]=2)[C:5]([O:14][CH3:15])=[CH:4][N:3]=1, predict the reactants needed to synthesize it. (4) Given the product [Br:14][C:15]1[CH:20]=[CH:19][C:18]([O:5][CH:4]([C:6]2[CH:11]=[CH:10][C:9]([Cl:12])=[CH:8][CH:7]=2)[C:3]([OH:2])=[O:13])=[CH:17][CH:16]=1.[Br:14][C:15]1[CH:20]=[CH:19][C:18]([O:21][CH:4]([C:6]2[CH:7]=[CH:8][C:9]([Cl:12])=[CH:10][CH:11]=2)[C:3]([NH:22][C:23]2[CH:28]=[CH:27][CH:26]=[CH:25][N:24]=2)=[O:13])=[CH:17][CH:16]=1, predict the reactants needed to synthesize it. The reactants are: C[O:2][C:3](=[O:13])[CH:4]([C:6]1[CH:11]=[CH:10][C:9]([Cl:12])=[CH:8][CH:7]=1)[OH:5].[Br:14][C:15]1[CH:20]=[CH:19][C:18]([OH:21])=[CH:17][CH:16]=1.[NH2:22][C:23]1[CH:28]=[CH:27][CH:26]=[CH:25][N:24]=1. (5) Given the product [CH2:23]([C:5]1([CH3:9])[C:4](=[O:10])[O:3][C:2]([CH3:1])([CH3:11])[O:7][C:6]1=[O:8])[C:24]1[CH:29]=[CH:28][CH:27]=[CH:26][CH:25]=1, predict the reactants needed to synthesize it. The reactants are: [CH3:1][C:2]1([CH3:11])[O:7][C:6](=[O:8])[CH:5]([CH3:9])[C:4](=[O:10])[O:3]1.CN(C)C=O.C(=O)([O-])[O-].[K+].[K+].[CH2:23](Br)[C:24]1[CH:29]=[CH:28][CH:27]=[CH:26][CH:25]=1. (6) Given the product [OH:2][C:3]1[CH:17]=[CH:16][C:6]([C:7]([NH:9][C:10]2[CH:15]=[CH:14][CH:13]=[CH:12][CH:11]=2)=[O:8])=[CH:5][C:4]=1[NH:18][C:19]1[CH:20]=[CH:21][CH:22]=[CH:23][CH:24]=1, predict the reactants needed to synthesize it. The reactants are: C[O:2][C:3]1[CH:17]=[CH:16][C:6]([C:7]([NH:9][C:10]2[CH:15]=[CH:14][CH:13]=[CH:12][CH:11]=2)=[O:8])=[CH:5][C:4]=1[NH:18][C:19]1[CH:24]=[CH:23][CH:22]=[CH:21][CH:20]=1.O.